Dataset: Forward reaction prediction with 1.9M reactions from USPTO patents (1976-2016). Task: Predict the product of the given reaction. (1) Given the reactants [F:1][C:2]1[CH:7]=[CH:6][C:5]([C:8]2[O:9][C:10]3[CH:20]=[C:19]([N:21]([CH3:26])[S:22]([CH3:25])(=[O:24])=[O:23])[C:18](B4OC(C)(C)C(C)(C)O4)=[CH:17][C:11]=3[C:12]=2[C:13]([NH:15][CH3:16])=[O:14])=[CH:4][CH:3]=1.Br[C:37]1[CH:38]=[C:39]([C:45]2[O:53][C:52]3[C:47](=[N:48][CH:49]=[CH:50][CH:51]=3)[CH:46]=2)[C:40](=[O:44])[N:41]([CH3:43])[CH:42]=1, predict the reaction product. The product is: [F:1][C:2]1[CH:3]=[CH:4][C:5]([C:8]2[O:9][C:10]3[CH:20]=[C:19]([N:21]([CH3:26])[S:22]([CH3:25])(=[O:23])=[O:24])[C:18]([C:37]4[CH:38]=[C:39]([C:45]5[O:53][C:52]6[C:47](=[N:48][CH:49]=[CH:50][CH:51]=6)[CH:46]=5)[C:40](=[O:44])[N:41]([CH3:43])[CH:42]=4)=[CH:17][C:11]=3[C:12]=2[C:13]([NH:15][CH3:16])=[O:14])=[CH:6][CH:7]=1. (2) Given the reactants [CH2:1]([C:3]1[C:4]([C:11]([O:13][CH2:14][C:15]2[CH:20]=[CH:19][CH:18]=[CH:17][CH:16]=2)=[O:12])=[C:5]([CH:9]=[O:10])[NH:6][C:7]=1I)[CH3:2].FC1C=CC(B(O)O)=CC=1.[CH:31]([C:33]1[O:37][C:36](B(O)O)=[CH:35][CH:34]=1)=[O:32], predict the reaction product. The product is: [CH2:1]([C:3]1[C:4]([C:11]([O:13][CH2:14][C:15]2[CH:20]=[CH:19][CH:18]=[CH:17][CH:16]=2)=[O:12])=[C:5]([CH:9]=[O:10])[NH:6][C:7]=1[C:36]1[O:37][C:33]([CH:31]=[O:32])=[CH:34][CH:35]=1)[CH3:2]. (3) Given the reactants [CH2:1]([O:8][NH:9][C:10](=[O:19])[CH2:11][CH2:12][CH2:13][CH2:14][CH2:15][CH2:16][CH2:17]Br)[C:2]1[CH:7]=[CH:6][CH:5]=[CH:4][CH:3]=1.[OH:20][C:21]1[C:33]2[C:32]3[C:27](=[CH:28][CH:29]=[CH:30][CH:31]=3)[NH:26][C:25]=2[CH:24]=[CH:23][CH:22]=1.C(=O)([O-])[O-].[K+].[K+], predict the reaction product. The product is: [CH2:1]([O:8][NH:9][C:10](=[O:19])[CH2:11][CH2:12][CH2:13][CH2:14][CH2:15][CH2:16][CH2:17][O:20][C:21]1[C:33]2[C:32]3[C:27](=[CH:28][CH:29]=[CH:30][CH:31]=3)[NH:26][C:25]=2[CH:24]=[CH:23][CH:22]=1)[C:2]1[CH:7]=[CH:6][CH:5]=[CH:4][CH:3]=1. (4) Given the reactants [Cl:1][C:2]1[C:7]([C:8]([F:11])([F:10])[F:9])=[CH:6][CH:5]=[CH:4][C:3]=1[CH2:12][NH:13][C:14](=[O:22])[CH2:15][C:16]1[N:20]([CH3:21])[N:19]=[CH:18][CH:17]=1.[B-](F)(F)(F)[F:24].[B-](F)(F)(F)F.C1[N+]2(CCl)CC[N+](F)(CC2)C1, predict the reaction product. The product is: [Cl:1][C:2]1[C:7]([C:8]([F:10])([F:11])[F:9])=[CH:6][CH:5]=[CH:4][C:3]=1[CH2:12][NH:13][C:14](=[O:22])[CH2:15][C:16]1[N:20]([CH3:21])[N:19]=[CH:18][C:17]=1[F:24]. (5) Given the reactants [CH:1]([S:4][C:5]1[CH:10]=[CH:9][CH:8]=[CH:7][C:6]=1[C:11]1[N:12]=[C:13]([C:18]2[O:19][C:20]([C:23]3[CH:28]=[CH:27][CH:26]=[CH:25][CH:24]=3)=[N:21][N:22]=2)[C:14]([NH2:17])=[N:15][CH:16]=1)([CH3:3])[CH3:2].ClC1C=C(C(OO)=[O:37])C=CC=1, predict the reaction product. The product is: [CH:1]([S:4]([C:5]1[CH:10]=[CH:9][CH:8]=[CH:7][C:6]=1[C:11]1[N:12]=[C:13]([C:18]2[O:19][C:20]([C:23]3[CH:28]=[CH:27][CH:26]=[CH:25][CH:24]=3)=[N:21][N:22]=2)[C:14]([NH2:17])=[N:15][CH:16]=1)=[O:37])([CH3:3])[CH3:2]. (6) Given the reactants [CH3:1][O:2][C:3]1[N:7]([CH3:8])[N:6]=[C:5]([CH3:9])[C:4]=1[C:10]#[N:11].N, predict the reaction product. The product is: [CH3:1][O:2][C:3]1[N:7]([CH3:8])[N:6]=[C:5]([CH3:9])[C:4]=1[CH2:10][NH2:11]. (7) Given the reactants Br[C:2]1[CH:3]=[N:4][N:5]2[CH:10]=[CH:9][C:8]([NH:11][CH2:12][CH2:13][CH2:14][CH3:15])=[N:7][C:6]=12.Cl.[NH2:17][CH2:18][C:19]1[CH:24]=[CH:23][C:22](B(O)[OH:26])=[CH:21][CH:20]=1.[OH2:28].[O-]P([O-])([O-])=O.[K+].[K+].[K+].ClCCl.N#N, predict the reaction product. The product is: [C:14]([OH:26])(=[O:28])[CH3:15].[NH2:17][CH2:18][C:19]1[CH:24]=[CH:23][C:22]([C:2]2[CH:3]=[N:4][N:5]3[CH:10]=[CH:9][C:8]([NH:11][CH2:12][CH2:13][CH2:14][CH3:15])=[N:7][C:6]=23)=[CH:21][CH:20]=1. (8) Given the reactants [Br:1][C:2]1[CH:18]=[CH:17][C:5]([C:6]([CH:8]2[CH2:15][C:11]3[S:12][CH:13]=[CH:14][C:10]=3[C:9]2=O)=O)=[CH:4][CH:3]=1.O.[NH2:20][NH2:21].C(O)(=O)C, predict the reaction product. The product is: [Br:1][C:2]1[CH:18]=[CH:17][C:5]([C:6]2[C:8]3[CH2:15][C:11]4[S:12][CH:13]=[CH:14][C:10]=4[C:9]=3[NH:21][N:20]=2)=[CH:4][CH:3]=1.